This data is from Human liver microsome stability data. The task is: Regression/Classification. Given a drug SMILES string, predict its absorption, distribution, metabolism, or excretion properties. Task type varies by dataset: regression for continuous measurements (e.g., permeability, clearance, half-life) or binary classification for categorical outcomes (e.g., BBB penetration, CYP inhibition). Dataset: hlm. (1) The drug is COc1ccc(-c2cc(-c3ccc(S(N)(=O)=O)cc3)cnc2N)cn1. The result is 0 (unstable in human liver microsomes). (2) The compound is Cc1nc(-n2ccc(OC3CCN(c4ncc(Cl)cn4)CC3)cc2=O)ccc1N1CCC(O)C1=O. The result is 0 (unstable in human liver microsomes). (3) The compound is CC1=C2C[C@H]3[C@@H](CC[C@@H]4Cc5nc(C)sc5C[C@@]43C)[C@@H]2CC[C@@]2(C1)O[C@@H]1C[C@H](C)CN[C@H]1[C@H]2C. The result is 0 (unstable in human liver microsomes).